Dataset: Full USPTO retrosynthesis dataset with 1.9M reactions from patents (1976-2016). Task: Predict the reactants needed to synthesize the given product. (1) The reactants are: [Cl:1][S:2]([C:5]1[CH:6]=[C:7]([CH:11]=[CH:12][C:13]=1[CH3:14])[C:8]([OH:10])=[O:9])(=[O:4])=[O:3].[C:15]1([CH3:27])[CH:20]=[CH:19][C:18]([S:21]([CH2:24][CH2:25]O)(=[O:23])=[O:22])=[CH:17][CH:16]=1. Given the product [C:15]1([CH3:27])[CH:20]=[CH:19][C:18]([S:21]([CH2:24][CH2:25][O:9][C:8](=[O:10])[C:7]2[CH:11]=[CH:12][C:13]([CH3:14])=[C:5]([S:2]([Cl:1])(=[O:4])=[O:3])[CH:6]=2)(=[O:23])=[O:22])=[CH:17][CH:16]=1, predict the reactants needed to synthesize it. (2) Given the product [O:8]=[C:6]1[N:5]([C:9]2[CH:14]=[CH:13][CH:12]=[CH:11][CH:10]=2)[N:4]=[C:3]([C:15]([O:17][CH3:18])=[O:16])[C:2]([O:28][C:22]2[CH:27]=[CH:26][CH:25]=[CH:24][CH:23]=2)=[CH:7]1, predict the reactants needed to synthesize it. The reactants are: Cl[C:2]1[C:3]([C:15]([O:17][CH3:18])=[O:16])=[N:4][N:5]([C:9]2[CH:14]=[CH:13][CH:12]=[CH:11][CH:10]=2)[C:6](=[O:8])[CH:7]=1.O.O.O.[C:22]1([O-:28])[CH:27]=[CH:26][CH:25]=[CH:24][CH:23]=1.[Na+]. (3) Given the product [CH2:16]([O:9][C:3]1[C:2]2[NH:1][C:24]([CH2:25][CH3:26])=[N:8][C:7]=2[CH:6]=[CH:5][CH:4]=1)[C:17]1[CH:22]=[CH:21][CH:20]=[CH:19][CH:18]=1, predict the reactants needed to synthesize it. The reactants are: [NH2:1][C:2]1[C:7]([NH2:8])=[CH:6][CH:5]=[CH:4][C:3]=1[OH:9].C([O-])([O-])=O.[K+].[K+].[CH2:16](Br)[C:17]1[CH:22]=[CH:21][CH:20]=[CH:19][CH:18]=1.[C:24](O)(=O)[CH2:25][CH3:26]. (4) Given the product [CH:26]([C:23]1[CH:24]=[CH:25][C:20]([CH:18]([C:10]2[C:11]3[O:15][CH2:14][CH2:13][C:12]=3[C:16]([CH3:17])=[C:8]([NH:7][C:6](=[O:31])[CH2:33][C:32]([CH3:36])([CH3:35])[CH3:34])[C:9]=2[CH3:30])[CH3:19])=[CH:21][CH:22]=1)([CH3:27])[CH3:28], predict the reactants needed to synthesize it. The reactants are: C(O[C:6](=[O:31])[NH:7][C:8]1[C:9]([CH3:30])=[C:10]([C:18](O)([C:20]2[CH:25]=[CH:24][C:23]([CH:26]([CH3:28])[CH3:27])=[CH:22][CH:21]=2)[CH3:19])[C:11]2[O:15][CH2:14][CH2:13][C:12]=2[C:16]=1[CH3:17])(C)(C)C.[C:32]([CH2:36]C(Cl)=O)([CH3:35])([CH3:34])[CH3:33]. (5) Given the product [OH:1][C@H:2]1[CH2:10][C:9]2[C:4](=[CH:5][CH:6]=[CH:7][CH:8]=2)[C@H:3]1[NH:11][C:12]([C:14]1[CH:18]=[C:17]([NH2:19])[NH:16][N:15]=1)=[O:13], predict the reactants needed to synthesize it. The reactants are: [OH:1][C@H:2]1[CH2:10][C:9]2[C:4](=[CH:5][CH:6]=[CH:7][CH:8]=2)[C@H:3]1[NH:11][C:12]([C:14]1[CH:18]=[C:17]([N+:19]([O-])=O)[NH:16][N:15]=1)=[O:13].